This data is from Full USPTO retrosynthesis dataset with 1.9M reactions from patents (1976-2016). The task is: Predict the reactants needed to synthesize the given product. (1) The reactants are: [Cl:1][C:2]1[CH:24]=[N:23][C:5]2[N:6](COCC[Si](C)(C)C)[C:7]3[CH:12]=[N:11][C:10]([C:13]#[N:14])=[CH:9][C:8]=3[C:4]=2[C:3]=1[N:25]1[CH2:29][CH2:28][C@H:27]([OH:30])[CH2:26]1.Br.[OH-].[Na+].Cl. Given the product [Cl:1][C:2]1[CH:24]=[N:23][C:5]2[NH:6][C:7]3[CH:12]=[N:11][C:10]([C:13]#[N:14])=[CH:9][C:8]=3[C:4]=2[C:3]=1[N:25]1[CH2:29][CH2:28][C@H:27]([OH:30])[CH2:26]1, predict the reactants needed to synthesize it. (2) Given the product [C:29]([C:28]1[CH:31]=[C:24]([C:21]2[N:20]=[C:19]3[N:15]([CH2:14][C@@H:10]4[CH2:9][N:8]([C:5]5[N:4]=[CH:3][C:2]([C:53]6[CH2:58][CH2:57][N:56]([C:59]([O:61][C:62]([CH3:65])([CH3:64])[CH3:63])=[O:60])[CH2:55][CH:54]=6)=[CH:7][N:6]=5)[CH2:13][CH2:12][O:11]4)[N:16]=[N:17][C:18]3=[N:23][CH:22]=2)[CH:25]=[CH:26][C:27]=1[F:32])#[N:30], predict the reactants needed to synthesize it. The reactants are: Br[C:2]1[CH:3]=[N:4][C:5]([N:8]2[CH2:13][CH2:12][O:11][C@H:10]([CH2:14][N:15]3[C:19]4=[N:20][C:21]([C:24]5[CH:25]=[CH:26][C:27]([F:32])=[C:28]([CH:31]=5)[C:29]#[N:30])=[CH:22][N:23]=[C:18]4[N:17]=[N:16]3)[CH2:9]2)=[N:6][CH:7]=1.C(=O)([O-])[O-].[K+].[K+].O1CCOCC1.CC1(C)C(C)(C)OB([C:53]2[CH2:58][CH2:57][N:56]([C:59]([O:61][C:62]([CH3:65])([CH3:64])[CH3:63])=[O:60])[CH2:55][CH:54]=2)O1. (3) Given the product [N-:1]=[N+:2]=[N-:3].[CH2:10]([Al+:6][CH2:14][CH:9]([CH3:10])[CH3:15])[CH:9]([CH3:15])[CH3:14], predict the reactants needed to synthesize it. The reactants are: [N-:1]=[N+:2]=[N-:3].[Na+].[Cl-].[Al+3:6].[Cl-].[Cl-].[C:9]1([CH3:15])[CH:14]=CC=C[CH:10]=1. (4) Given the product [CH:11]1([N:8]2[C:9]3[C:5](=[CH:4][C:3]([F:20])=[C:2]([CH3:21])[CH:10]=3)[C:6]([C:16]([O:18][CH3:19])=[O:17])=[CH:7]2)[CH2:15][CH2:14][CH2:13][CH2:12]1, predict the reactants needed to synthesize it. The reactants are: Br[C:2]1[CH:10]=[C:9]2[C:5]([C:6]([C:16]([O:18][CH3:19])=[O:17])=[CH:7][N:8]2[CH:11]2[CH2:15][CH2:14][CH2:13][CH2:12]2)=[CH:4][C:3]=1[F:20].[CH3:21][Zn]C.CO.Cl. (5) Given the product [CH3:13][O:12][C:5]1[CH:6]=[N:7][C:8]2[CH:9]=[CH:10][CH:11]=[C:2]([CH:15]=[O:16])[C:3]=2[CH:4]=1, predict the reactants needed to synthesize it. The reactants are: Br[C:2]1[CH:11]=[CH:10][CH:9]=[C:8]2[C:3]=1[CH:4]=[C:5]([O:12][CH3:13])[CH:6]=[N:7]2.C[CH2:15][O:16]CC. (6) Given the product [CH2:1]([C:8]1[O:12][C:11]([NH:13][C:14]2[CH:15]=[CH:16][CH:17]=[C:18]3[C:23]=2[CH2:22][CH:21]([OH:24])[CH2:20][CH2:19]3)=[N:10][CH:9]=1)[C:2]1[CH:3]=[CH:4][CH:5]=[CH:6][CH:7]=1, predict the reactants needed to synthesize it. The reactants are: [CH2:1]([C:8]1[O:12][C:11]([NH:13][C:14]2[CH:15]=[CH:16][CH:17]=[C:18]3[C:23]=2[CH2:22][C:21](=[O:24])[CH2:20][CH2:19]3)=[N:10][CH:9]=1)[C:2]1[CH:7]=[CH:6][CH:5]=[CH:4][CH:3]=1.C1(C2OC(NC3C=CC=C4C=3CC(O)CC4)=NC=2)C=CC=CC=1. (7) Given the product [Br:14][C:4]1[CH:3]=[C:2]([CH3:1])[N:7]=[C:6]([C:8]([OH:10])=[O:9])[CH:5]=1, predict the reactants needed to synthesize it. The reactants are: [CH3:1][C:2]1[N:7]=[C:6]([C:8]([OH:10])=[O:9])[CH:5]=[C:4]([N+]([O-])=O)[CH:3]=1.[BrH:14].